Dataset: Forward reaction prediction with 1.9M reactions from USPTO patents (1976-2016). Task: Predict the product of the given reaction. (1) Given the reactants [F:1][C:2]1[CH:7]=[C:6]([F:8])[C:5]([F:9])=[CH:4][C:3]=1B(O)O.Cl[C:14]1[N:19]=[C:18]([NH2:20])[N:17]=[C:16]([NH:21][CH3:22])[CH:15]=1, predict the reaction product. The product is: [CH3:22][NH:21][C:16]1[CH:15]=[C:14]([C:3]2[CH:4]=[C:5]([F:9])[C:6]([F:8])=[CH:7][C:2]=2[F:1])[N:19]=[C:18]([NH2:20])[N:17]=1. (2) Given the reactants [CH2:1]([O:3][C:4]([C:6]1[CH:7]=[N:8][N:9]2[C:14]([OH:15])=[C:13]([C:16]([OH:18])=O)[CH:12]=[N:11][C:10]=12)=[O:5])[CH3:2].Cl.[F:20][C:21]1[C:26]2[C:27]3([CH2:33][O:34][C:25]=2[CH:24]=[CH:23][CH:22]=1)[CH2:32][CH2:31][NH:30][CH2:29][CH2:28]3, predict the reaction product. The product is: [CH2:1]([O:3][C:4]([C:6]1[CH:7]=[N:8][N:9]2[C:14]([OH:15])=[C:13]([C:16]([N:30]3[CH2:31][CH2:32][C:27]4([C:26]5[C:21]([F:20])=[CH:22][CH:23]=[CH:24][C:25]=5[O:34][CH2:33]4)[CH2:28][CH2:29]3)=[O:18])[CH:12]=[N:11][C:10]=12)=[O:5])[CH3:2]. (3) Given the reactants [N:1]1([C:7]([N:9]2[CH2:14][CH:13]([C:15]3[CH:20]=[CH:19][C:18]([C:21]([F:24])([F:23])[F:22])=[CH:17][CH:16]=3)[CH2:12][CH:11]([C:25]([OH:27])=O)[CH2:10]2)=[O:8])[CH2:6][CH2:5][S:4][CH2:3][CH2:2]1.O[NH:29][C:30]([CH:32]1[CH2:34][CH2:33]1)=[NH:31], predict the reaction product. The product is: [CH:32]1([C:30]2[N:31]=[C:25]([CH:11]3[CH2:12][CH:13]([C:15]4[CH:16]=[CH:17][C:18]([C:21]([F:23])([F:22])[F:24])=[CH:19][CH:20]=4)[CH2:14][N:9]([C:7]([N:1]4[CH2:2][CH2:3][S:4][CH2:5][CH2:6]4)=[O:8])[CH2:10]3)[O:27][N:29]=2)[CH2:34][CH2:33]1. (4) Given the reactants [F:1][C:2]1([F:9])[CH2:7][CH2:6][CH:5]([OH:8])[CH2:4][CH2:3]1.C(N(CC)CC)C.[CH3:17][S:18](Cl)(=[O:20])=[O:19], predict the reaction product. The product is: [CH3:17][S:18]([O:8][CH:5]1[CH2:6][CH2:7][C:2]([F:9])([F:1])[CH2:3][CH2:4]1)(=[O:20])=[O:19]. (5) Given the reactants [F:1][C:2]1[CH:24]=[C:23]([N+:25]([O-])=O)[CH:22]=[CH:21][C:3]=1[O:4][C:5]1[C:14]2[C:9](=[CH:10][C:11]([O:17][CH3:18])=[C:12]([O:15][CH3:16])[CH:13]=2)[N:8]=[CH:7][C:6]=1[C:19]#[N:20].[Cl-].[NH4+].O, predict the reaction product. The product is: [NH2:25][C:23]1[CH:22]=[CH:21][C:3]([O:4][C:5]2[C:14]3[C:9](=[CH:10][C:11]([O:17][CH3:18])=[C:12]([O:15][CH3:16])[CH:13]=3)[N:8]=[CH:7][C:6]=2[C:19]#[N:20])=[C:2]([F:1])[CH:24]=1.